From a dataset of Reaction yield outcomes from USPTO patents with 853,638 reactions. Predict the reaction yield, written as a fraction of the theoretical maximum amount of product (1.0 means a 100% yield; for example, 0.34 means a 34% yield). (1) The reactants are [CH:1]1([O:4][C:5]2[CH:6]=[C:7]([C@:12]([C:21]3[CH:26]=[C:25]([O:27][C:28]([F:33])([F:32])[CH:29]([F:31])[F:30])[CH:24]=[C:23]([F:34])[CH:22]=3)([NH2:20])[CH2:13][C:14]3[CH:19]=[CH:18][CH:17]=[CH:16][CH:15]=3)[CH:8]=[CH:9][C:10]=2[F:11])[CH2:3][CH2:2]1.[CH3:35][C:36]1[O:37][C:38]([C:44]([F:47])([F:46])[F:45])=[C:39]([C:41](O)=[O:42])[N:40]=1.C1CN([P+](Br)(N2CCCC2)N2CCCC2)CC1.F[P-](F)(F)(F)(F)F.CCN(C(C)C)C(C)C. The catalyst is C(Cl)Cl. The product is [CH:1]1([O:4][C:5]2[CH:6]=[C:7]([C@@:12]([NH:20][C:41]([C:39]3[N:40]=[C:36]([CH3:35])[O:37][C:38]=3[C:44]([F:47])([F:45])[F:46])=[O:42])([C:21]3[CH:26]=[C:25]([O:27][C:28]([F:33])([F:32])[CH:29]([F:31])[F:30])[CH:24]=[C:23]([F:34])[CH:22]=3)[CH2:13][C:14]3[CH:19]=[CH:18][CH:17]=[CH:16][CH:15]=3)[CH:8]=[CH:9][C:10]=2[F:11])[CH2:2][CH2:3]1. The yield is 0.700. (2) The reactants are Br.[Br:2][CH2:3][CH2:4][CH2:5][NH2:6].C([O-])([O-])=O.[K+].[K+].[C:13](O[C:13]([O:15][C:16]([CH3:19])([CH3:18])[CH3:17])=[O:14])([O:15][C:16]([CH3:19])([CH3:18])[CH3:17])=[O:14]. The catalyst is O1CCOCC1.O. The product is [Br:2][CH:3]([C:13]([O:15][C:16]([CH3:19])([CH3:18])[CH3:17])=[O:14])[CH2:4][CH2:5][NH2:6]. The yield is 0.930. (3) The reactants are [CH3:1][O:2][CH2:3][CH2:4][O:5][C:6]1[CH:10]=[C:9]([C:11]([O:13]C)=[O:12])[N:8]([CH3:15])[N:7]=1.[OH-].[Na+]. The catalyst is CO. The product is [CH3:1][O:2][CH2:3][CH2:4][O:5][C:6]1[CH:10]=[C:9]([C:11]([OH:13])=[O:12])[N:8]([CH3:15])[N:7]=1. The yield is 0.960. (4) The reactants are [N:1]1[CH:6]=[CH:5][C:4]([CH3:7])=[CH:3][CH:2]=1.[CH2:8]([Li])[CH2:9][CH2:10]C.N1C=CC(C[Li])=CC=1.BrCCC. The catalyst is C1COCC1.O. The product is [CH2:7]([C:4]1[CH:5]=[CH:6][N:1]=[CH:2][CH:3]=1)[CH2:8][CH2:9][CH3:10]. The yield is 0.200. (5) The reactants are [CH3:1][O:2][CH:3]([O:22][CH3:23])[C:4]1[CH:21]=[CH:20][C:7](/[CH:8]=[N:9]/[C:10]2[CH:18]=[CH:17][CH:16]=[C:15]3[C:11]=2[CH2:12][O:13][C:14]3=[O:19])=[CH:6][CH:5]=1.[CH:24](=O)[C:25]1[CH:30]=[CH:29][CH:28]=[CH:27][CH:26]=1.[CH3:32][O-:33].[Na+]. The catalyst is C(OCC)(=O)CC. The product is [CH3:23][O:22][CH:3]([O:2][CH3:1])[C:4]1[CH:21]=[CH:20][C:7]([CH:8]2[CH:24]([C:25]3[CH:30]=[CH:29][CH:28]=[CH:27][CH:26]=3)[C:32](=[O:33])[C:11]3[C:15]([C:14]([O:13][CH3:12])=[O:19])=[CH:16][CH:17]=[CH:18][C:10]=3[NH:9]2)=[CH:6][CH:5]=1. The yield is 0.220. (6) The reactants are Br[C:2]1[N:3]=[C:4]([C:9]2[NH:13][C:12]3[CH:14]=[C:15]([CH3:18])[CH:16]=[CH:17][C:11]=3[N:10]=2)[C:5]([NH2:8])=[N:6][CH:7]=1.B([C:22]1[CH:30]=[CH:29][C:25]([C:26]([OH:28])=[O:27])=[CH:24][CH:23]=1)(O)O.C([O-])([O-])=O.[Na+].[Na+].N#N. The catalyst is CC#N.C1C=CC([P]([Pd]([P](C2C=CC=CC=2)(C2C=CC=CC=2)C2C=CC=CC=2)([P](C2C=CC=CC=2)(C2C=CC=CC=2)C2C=CC=CC=2)[P](C2C=CC=CC=2)(C2C=CC=CC=2)C2C=CC=CC=2)(C2C=CC=CC=2)C2C=CC=CC=2)=CC=1.O. The product is [NH2:8][C:5]1[N:6]=[CH:7][C:2]([C:22]2[CH:30]=[CH:29][C:25]([C:26]([OH:28])=[O:27])=[CH:24][CH:23]=2)=[N:3][C:4]=1[C:9]1[NH:13][C:12]2[CH:14]=[C:15]([CH3:18])[CH:16]=[CH:17][C:11]=2[N:10]=1. The yield is 0.620. (7) The reactants are [CH2:1]([O:3][C:4]([C:6]1([C:9]([OH:11])=O)[CH2:8][CH2:7]1)=[O:5])[CH3:2].[CH2:12]([NH2:15])[CH2:13][CH3:14].C([O-])(O)=O.[Na+].Cl.CN(C)CCCN=C=NCC.O.ON1C2C=CC=CC=2N=N1. The catalyst is CN(C=O)C. The product is [CH2:12]([NH:15][C:9]([C:6]1([C:4]([O:3][CH2:1][CH3:2])=[O:5])[CH2:7][CH2:8]1)=[O:11])[CH2:13][CH3:14]. The yield is 0.860. (8) The reactants are Br[C:2]1[CH:7]=[CH:6][C:5]([NH:8][C:9]2[CH:14]=[CH:13][C:12]([Br:15])=[CH:11][CH:10]=2)=[CH:4][CH:3]=1.[C:16]1(B(O)O)[CH:21]=[CH:20][CH:19]=[CH:18][CH:17]=1.C([O-])([O-])=O.[Na+].[Na+].CCO. The catalyst is C1(C)C=CC=CC=1. The product is [Br:15][C:12]1[CH:13]=[CH:14][C:9]([NH:8][C:5]2[CH:6]=[CH:7][C:2]([C:16]3[CH:21]=[CH:20][CH:19]=[CH:18][CH:17]=3)=[CH:3][CH:4]=2)=[CH:10][CH:11]=1. The yield is 0.360. (9) The reactants are [Cl:1][C:2]1[CH:7]=[CH:6][C:5]([S:8]([NH:11][C@@H:12]2[CH2:17][CH2:16][CH2:15][CH2:14][C@H:13]2[CH2:18][OH:19])(=[O:10])=[O:9])=[CH:4][CH:3]=1.C(=O)([O-])[O-].[Cs+].[Cs+].Br[CH2:27][C:28]1[CH:33]=[CH:32][C:31]([C:34]2[O:35][CH:36]=[CH:37][N:38]=2)=[C:30]([F:39])[C:29]=1[F:40].O1C=NC(C2C=CC(CN([C@@H]3CCCC[C@H]3CO)S(C3C=CC(Cl)=CC=3)(=O)=O)=CC=2)=N1. No catalyst specified. The product is [Cl:1][C:2]1[CH:7]=[CH:6][C:5]([S:8]([N:11]([CH2:27][C:28]2[CH:33]=[CH:32][C:31]([C:34]3[O:35][CH:36]=[CH:37][N:38]=3)=[C:30]([F:39])[C:29]=2[F:40])[C@@H:12]2[CH2:17][CH2:16][CH2:15][CH2:14][C@H:13]2[CH2:18][OH:19])(=[O:9])=[O:10])=[CH:4][CH:3]=1. The yield is 0.400. (10) The reactants are C(C1C(=O)C(Cl)=C(Cl)C(=O)C=1C#N)#N.C1C=CC(P(C2C=CC=CC=2)C2C=CC=CC=2)=CC=1.[Br:34][C:35]1[CH:36]=[CH:37][C:38]([OH:50])=[C:39](/[C:41](/[C:44]2[CH:49]=[CH:48][CH:47]=[CH:46][CH:45]=2)=[N:42]/O)[CH:40]=1.CCOC(C)=O. The catalyst is C(Cl)Cl. The product is [Br:34][C:35]1[CH:36]=[CH:37][C:38]2[O:50][N:42]=[C:41]([C:44]3[CH:45]=[CH:46][CH:47]=[CH:48][CH:49]=3)[C:39]=2[CH:40]=1. The yield is 0.950.